This data is from Catalyst prediction with 721,799 reactions and 888 catalyst types from USPTO. The task is: Predict which catalyst facilitates the given reaction. (1) Reactant: [Cl:1][C:2]1[CH:7]=[CH:6][C:5]([C:8]2([C:11]([NH:13][NH2:14])=O)[CH2:10][CH2:9]2)=[CH:4][CH:3]=1.[Si:15]([O:22][CH2:23][C:24]1([CH3:33])[S:30][CH2:29][CH2:28][N:27]=[C:26](SC)[CH2:25]1)([C:18]([CH3:21])([CH3:20])[CH3:19])([CH3:17])[CH3:16]. Product: [Si:15]([O:22][CH2:23][C:24]1([CH3:33])[S:30][CH2:29][CH2:28][N:27]2[C:11]([C:8]3([C:5]4[CH:6]=[CH:7][C:2]([Cl:1])=[CH:3][CH:4]=4)[CH2:10][CH2:9]3)=[N:13][N:14]=[C:26]2[CH2:25]1)([C:18]([CH3:21])([CH3:19])[CH3:20])([CH3:16])[CH3:17]. The catalyst class is: 51. (2) The catalyst class is: 4. Reactant: [C:1]1([C:7]([N:9]2[CH2:14][CH2:13][N:12]([C:15]3[CH:20]=[CH:19][C:18]([O:21][CH2:22][CH:23]4[CH2:28][CH2:27][N:26](C(OC(C)(C)C)=O)[CH2:25][CH2:24]4)=[CH:17][CH:16]=3)[CH2:11][CH2:10]2)=[O:8])[CH:6]=[CH:5][CH:4]=[CH:3][CH:2]=1.FC(F)(F)C(O)=O. Product: [C:1]1([C:7]([N:9]2[CH2:10][CH2:11][N:12]([C:15]3[CH:20]=[CH:19][C:18]([O:21][CH2:22][CH:23]4[CH2:28][CH2:27][NH:26][CH2:25][CH2:24]4)=[CH:17][CH:16]=3)[CH2:13][CH2:14]2)=[O:8])[CH:2]=[CH:3][CH:4]=[CH:5][CH:6]=1. (3) Reactant: [NH2:1][C:2]1[C:7]([F:8])=[C:6](Cl)[N:5]=[C:4]([C:10]([O:12][CH:13]([CH3:15])[CH3:14])=[O:11])[C:3]=1[Cl:16].[Cl:17][C:18]1[CH:23]=[CH:22][C:21](B2OCCCO2)=[C:20]([F:30])[C:19]=1[O:31][CH3:32].[F-].[Cs+].C(#N)C. Product: [NH2:1][C:2]1[C:7]([F:8])=[C:6]([C:21]2[CH:22]=[CH:23][C:18]([Cl:17])=[C:19]([O:31][CH3:32])[C:20]=2[F:30])[N:5]=[C:4]([C:10]([O:12][CH:13]([CH3:15])[CH3:14])=[O:11])[C:3]=1[Cl:16]. The catalyst class is: 189. (4) Reactant: [NH2:1][C:2]1[C:11]([F:12])=[C:10](F)[C:9]([O:14][CH3:15])=[C:8]2[C:3]=1[C:4](=[O:22])[C:5]([C:19]([OH:21])=[O:20])=[CH:6][N:7]2[CH:16]1[CH2:18][CH2:17]1.Cl.[CH2:24]([O:26][C:27](=[O:31])[CH2:28][CH2:29][NH2:30])[CH3:25].C(N(CC)CC)C.Cl. The catalyst class is: 16. Product: [NH2:1][C:2]1[C:11]([F:12])=[C:10]([NH:30][CH2:29][CH2:28][C:27]([O:26][CH2:24][CH3:25])=[O:31])[C:9]([O:14][CH3:15])=[C:8]2[C:3]=1[C:4](=[O:22])[C:5]([C:19]([OH:21])=[O:20])=[CH:6][N:7]2[CH:16]1[CH2:18][CH2:17]1. (5) Reactant: [CH3:1][O:2][C:3]1[CH:4]=[C:5]([C:9]2[CH:15]3[CH2:16][CH:12]([CH2:13][NH:14]3)[CH2:11][CH:10]=2)[CH:6]=[N:7][CH:8]=1.[CH2:17]=O. Product: [CH3:17][N:14]1[CH2:13][CH:12]2[CH2:16][CH:15]1[C:9]([C:5]1[CH:6]=[N:7][CH:8]=[C:3]([O:2][CH3:1])[CH:4]=1)=[CH:10][CH2:11]2. The catalyst class is: 106. (6) Reactant: [C:1]([O:5][C:6]([NH:8][C@@H:9]([CH2:13][CH:14]=[CH2:15])[C:10]([OH:12])=[O:11])=[O:7])([CH3:4])([CH3:3])[CH3:2].[C:16](OC(O[C:16]([CH3:19])([CH3:18])[CH3:17])N(C)C)([CH3:19])([CH3:18])[CH3:17]. Product: [C:16]([O:11][C:10](=[O:12])[C@@H:9]([NH:8][C:6]([O:5][C:1]([CH3:4])([CH3:3])[CH3:2])=[O:7])[CH2:13][CH:14]=[CH2:15])([CH3:19])([CH3:18])[CH3:17]. The catalyst class is: 11. (7) Reactant: [Br:1][C:2]1[N:6]2[C:7](=[O:13])[CH:8]=[C:9]([CH2:11]Cl)[N:10]=[C:5]2[S:4][C:3]=1[CH3:14].[F:15][C:16]1[CH:21]=[CH:20][C:19]([OH:22])=[CH:18][CH:17]=1.[I-].[K+].C(=O)([O-])[O-].[K+].[K+]. Product: [Br:1][C:2]1[N:6]2[C:7](=[O:13])[CH:8]=[C:9]([CH2:11][O:22][C:19]3[CH:20]=[CH:21][C:16]([F:15])=[CH:17][CH:18]=3)[N:10]=[C:5]2[S:4][C:3]=1[CH3:14]. The catalyst class is: 10. (8) The catalyst class is: 1. Product: [Cl:1][C:2]1[CH:3]=[CH:4][C:5]2[C:6]3[C:11]([CH:12]([CH3:26])[N:13]([C:16]([C:17]4[CH:18]=[C:19]([OH:23])[CH:20]=[CH:21][CH:22]=4)=[O:25])[C:14]=2[CH:15]=1)=[CH:10][CH:9]=[CH:8][CH:7]=3. Reactant: [Cl:1][C:2]1[CH:3]=[CH:4][C:5]2[C:6]3[C:11]([CH:12]([CH3:26])[N:13]([C:16](=[O:25])[C:17]4[CH:22]=[CH:21][CH:20]=[C:19]([O:23]C)[CH:18]=4)[C:14]=2[CH:15]=1)=[CH:10][CH:9]=[CH:8][CH:7]=3.ClC1C=CC(C2C=CC=CC=2C(NC(=O)C2C=CC=C(OC)C=2)C)=C(F)C=1.